This data is from NCI-60 drug combinations with 297,098 pairs across 59 cell lines. The task is: Regression. Given two drug SMILES strings and cell line genomic features, predict the synergy score measuring deviation from expected non-interaction effect. (1) Synergy scores: CSS=7.53, Synergy_ZIP=0.628, Synergy_Bliss=4.76, Synergy_Loewe=-0.0443, Synergy_HSA=-0.0328. Cell line: LOX IMVI. Drug 2: COCCOC1=C(C=C2C(=C1)C(=NC=N2)NC3=CC=CC(=C3)C#C)OCCOC.Cl. Drug 1: C1CC(C1)(C(=O)O)C(=O)O.[NH2-].[NH2-].[Pt+2]. (2) Drug 1: C1CCC(C1)C(CC#N)N2C=C(C=N2)C3=C4C=CNC4=NC=N3. Drug 2: C1=CC=C(C(=C1)C(C2=CC=C(C=C2)Cl)C(Cl)Cl)Cl. Cell line: NCI-H322M. Synergy scores: CSS=0.957, Synergy_ZIP=0.292, Synergy_Bliss=3.25, Synergy_Loewe=2.18, Synergy_HSA=2.18. (3) Drug 1: C1=CC(=C2C(=C1NCCNCCO)C(=O)C3=C(C=CC(=C3C2=O)O)O)NCCNCCO. Drug 2: CC1C(C(=O)NC(C(=O)N2CCCC2C(=O)N(CC(=O)N(C(C(=O)O1)C(C)C)C)C)C(C)C)NC(=O)C3=C4C(=C(C=C3)C)OC5=C(C(=O)C(=C(C5=N4)C(=O)NC6C(OC(=O)C(N(C(=O)CN(C(=O)C7CCCN7C(=O)C(NC6=O)C(C)C)C)C)C(C)C)C)N)C. Cell line: OVCAR-8. Synergy scores: CSS=40.4, Synergy_ZIP=6.75, Synergy_Bliss=8.33, Synergy_Loewe=7.13, Synergy_HSA=8.66. (4) Drug 1: CC1=CC=C(C=C1)C2=CC(=NN2C3=CC=C(C=C3)S(=O)(=O)N)C(F)(F)F. Drug 2: C(=O)(N)NO. Cell line: SK-MEL-2. Synergy scores: CSS=0.288, Synergy_ZIP=8.96, Synergy_Bliss=9.82, Synergy_Loewe=3.82, Synergy_HSA=3.69.